Dataset: Experimentally validated miRNA-target interactions with 360,000+ pairs, plus equal number of negative samples. Task: Binary Classification. Given a miRNA mature sequence and a target amino acid sequence, predict their likelihood of interaction. (1) The miRNA is hsa-miR-1-3p with sequence UGGAAUGUAAAGAAGUAUGUAU. The protein sequence of the target gene is MSHSHPAGLLAAYNSLMDKHLAGYFNNTRIRRHLLRSGLITRSGRILSEKEYKLNMMKRDHQKYIRECLAQAIFHKVLDMERYHQLEIKKKLETLARKERIQRFKGEHTRRSVENNMPILSPHPPVGPKSNRGHSVLVDEGHSSPLALTAPRPYTAPGNMQPPIRLQPLPSNPAVETVPKVTSRSRSKTSLLENEALFPIGGKKAVMKFRNSIGNSQRMNSYQLPNINSYMMPIPPPLPPTGKITRENRSETWRRRRFRPTTAPNGLEPLLTKDSRRIHKTSLHSNAAITMIYLGKNVHL.... Result: 1 (interaction). (2) The miRNA is hsa-miR-3918 with sequence ACAGGGCCGCAGAUGGAGACU. The protein sequence of the target gene is MMFRDQVGILAGWFKGWNECEQTVALLSLLKRVTRTQARFLQLCLEHSLADCNDIHLLESEANSAAIVSQWQQESKEKVVSLLLSHLPLLQPGNTEAKSEYMRLLQKVLAYSIESNAFIEESRQLLSYALIHPATTLEDRNALALWLSHLEERLASGFRSRPEPSYHSRQGSDEWGGPAELGPGEAGPGWQDKPPRENGHVPFHPSSSVPPAINSIGSNANTGLPCQIHPSPLKRSMSLIPTSPQVPGEWPSPEELGARAAFTTPDHAPLSPQSSVASSGSEQTEEQGSSRNTFQEDGSG.... Result: 1 (interaction). (3) The miRNA is dme-miR-314-3p with sequence UAUUCGAGCCAAUAAGUUCGG. The protein sequence of the target gene is MARAKLPRSPSEGKAGPGDTPAGAAAPEEPHGLSPLLPARGGGSVGSDVGQRVQVEFYVNENTFKERLKLFFIKNQRSSLRIRLFNFSLKLLTCLLYIVRVLLDNPDQGIGCWGCTKYNYTFNGSSSEFHWAPILWVERKMALWVIQVIVATISFLETMLIIYLSYKGNIWEQIFHVSFVLEMINTLPFIITVFWPPLRNLFIPVFLNCWLAKHALENMINDFHRAILRTQSAMFNQVLILFCTLLCLVFTGTCGIQHLERAGGNLNLLTSFYFCIVTFSTVGFGDVTPKIWPSQLLVVI.... Result: 0 (no interaction). (4) The miRNA is hsa-miR-4480 with sequence AGCCAAGUGGAAGUUACUUUA. The protein sequence of the target gene is MEGDCLSCMKYLMFVFNFFVFLGGACLLGVGIWVLVDPTGFREIVATNPLLTTGAYIVLAMGGLLFLLGFLGCCGAVRENRCLLLFFFLFILIIFLVELSAAILAFIFREHLTREFFTKELTKHYQGDNDTDVFSATWNSVMITFGCCGVNGPEDFKLASVFRLLTLDTEEVPKACCRREPQTRDGVVLSREECQLGRNPFINKQGCYTVILNTFETYVYLAGAFAIGVLAIELFLMVFAMCLFRGIQ. Result: 0 (no interaction). (5) The miRNA is hsa-miR-151a-3p with sequence CUAGACUGAAGCUCCUUGAGG. The protein sequence of the target gene is MSSVLSDYTIGGVKIHFPCRAYPAQLAMMNSIVRGLNSSQHCLLESPTGSGKSLALLCSALAWQQSLSEKPVDEGLNKKPEAPPSCSCACHSKNFTYSDTNLDTSPHFNSPSKPSSGRNGVSTPCQDSPEKNTLAAKLSAKKQASIHRDEDDDFQVEKKRIRPLETTQQIRKRHCLEKDVHHVDARLASEKRVKPESPIGKSFSDRKDSFQNVDGLCSRCCCSAKQGNNQEPANTVKKDHGGQCKRPKIYFGTRTHKQIAQITRELRKTAYSGVPMTILSSRDHSCVHPEVVGNFNRKEK.... Result: 0 (no interaction). (6) The protein sequence of the target gene is MKAEGGDHSMINLSVQQVLSLWAHGTVLRNLTEMWYWIFLWALFSSLFVHGAAGVLMFVMLQRHRQGRVISVIAVSIGFLASVTGAMITSAAVAGIYRVAGKNMAPLEALVWGVGQTVLTLIISFSRILATL. The miRNA is hsa-miR-4661-3p with sequence CAGGAUCCACAGAGCUAGUCCA. Result: 1 (interaction). (7) The miRNA is hsa-miR-484 with sequence UCAGGCUCAGUCCCCUCCCGAU. The protein sequence of the target gene is MAFNFGAPSGTSGTAAATAAPAGGFGGFGTTSTTAGSAFSFSAPTNTGTTGLFGGTQNKGFGFGTGFGTTTGTSTGLGTGLGTGLGFGGFNTQQQQQTTLGGLFSQPTQAPTQSNQLINTASALSAPTLLGDERDAILAKWNQLQAFWGTGKGYFNNNIPPVEFTQENPFCRFKAVGYSCMPSNKDEDGLVVLVFNKKETEIRSQQQQLVESLHKVLGGNQTLTVNVEGTKTLPDDQTEVVIYVVERSPNGTSRRVPATTLYAHFEQANIKTQLQQLGVTLSMTRTELSPAQIKQLLQNP.... Result: 1 (interaction). (8) The miRNA is rno-miR-375-3p with sequence UUUGUUCGUUCGGCUCGCGUGA. The protein sequence of the target gene is MSYPQGYLYQAPGSLALYSCPAYGASALAAPRSEELARSASGSAFSPYPGSAAFTAQAATGFGSPLQYSADAAAAAAGFPSYMGAPYDAHTTGMTGAISYHPYGSAAYPYQLNDPAYRKNATRDATATLKAWLNEHRKNPYPTKGEKIMLAIITKMTLTQVSTWFANARRRLKKENKMTWAPRNKSEDEDEDEGDATRSKDESPDKAQEGTETSAEDEGISLHVDSLTDHSCSAESDGEKLPCRAGDPLCESGSECKDKYDDLEDDEDDDEEGERGLAPPKPVTSSPLTGLEAPLLSPPP.... Result: 0 (no interaction). (9) The protein sequence of the target gene is MADYWKSQPKKFCDYCKCWIADNRPSVEFHERGKNHKENVARRISEIKQKSLDKAKEEEKASKEFAAMEAAALKAYQEDLKRLGLPLPSDISEPTVSPVISTVQPTPTSNQQKEKKKKKKKKEASKGGWVEGVTADGHCYYYDLITGASQWEKPEGFQGNLKKTAAKAVWVEGLSEDGYTYYYNTETGESKWEKPEDFIPHGGDVLSSKDSGKLPDTLEDAKSSDSHSDSEGEQKKAGEASTETKKLIIKFKEKNKSTEKRIGPEIQKEKSTPKQNPSNTNEEKPKTLKKSTNPYGEWQE.... Result: 0 (no interaction). The miRNA is hsa-miR-489-3p with sequence GUGACAUCACAUAUACGGCAGC. (10) The miRNA is hsa-miR-1227-5p with sequence GUGGGGCCAGGCGGUGG. The protein sequence of the target gene is MALRRLLLLLLLSLESLDLLPSVHGARGRAANRTLSAGGAAVGGRRAGGALARGGRELNGTARAPGIPEAGSRRGQPAAAVAAAASAAVTYETCWGYYDVSGQYDKEFECNNSESGYLYCCGTCYYRFCCKKRHEKLDQRQCTNYQSPVWVQTPSTKVVSPGPENKYDPEKDKTNFTVYITCGVIAFVIVAGVFAKVSYDKAHRPPREMNIHRALADILRQQGPIPIAHCERETISAIDTSPKENTPVRSSSKNHYTPVRTAKQTPEKPRMNNILTSATEPYDLSFSRSFQNLAHLPPSY.... Result: 0 (no interaction).